Dataset: Reaction yield outcomes from USPTO patents with 853,638 reactions. Task: Predict the reaction yield, written as a fraction of the theoretical maximum amount of product (1.0 means a 100% yield; for example, 0.34 means a 34% yield). (1) The reactants are [CH3:1][C:2]1[CH:3]=[C:4]([SH:9])[CH:5]=[C:6]([CH3:8])[CH:7]=1.Cl[N:11]1[C:15](=[O:16])[CH2:14][CH2:13][C:12]1=[O:17].C(N(CC)CC)C.Cl. The catalyst is ClCCl. The product is [CH3:1][C:2]1[CH:3]=[C:4]([S:9][N:11]2[C:15](=[O:16])[CH2:14][CH2:13][C:12]2=[O:17])[CH:5]=[C:6]([CH3:8])[CH:7]=1. The yield is 0.640. (2) The reactants are [Cl-].O[NH3+:3].[C:4](=[O:7])([O-])[OH:5].[Na+].CS(C)=O.[OH:13][CH:14]([CH3:51])[CH2:15][O:16][C@H:17]1[CH2:22][CH2:21][C@H:20]([N:23]2[C:28](=[O:29])[C:27]([CH2:30][C:31]3[CH:36]=[CH:35][C:34]([C:37]4[C:38]([C:43]#[N:44])=[CH:39][CH:40]=[CH:41][CH:42]=4)=[CH:33][CH:32]=3)=[C:26]([CH2:45][CH2:46][CH3:47])[N:25]3[N:48]=[CH:49][CH:50]=[C:24]23)[CH2:19][CH2:18]1. The catalyst is C(OCC)(=O)C. The product is [OH:13][CH:14]([CH3:51])[CH2:15][O:16][C@H:17]1[CH2:22][CH2:21][C@H:20]([N:23]2[C:28](=[O:29])[C:27]([CH2:30][C:31]3[CH:36]=[CH:35][C:34]([C:37]4[CH:42]=[CH:41][CH:40]=[CH:39][C:38]=4[C:43]4[NH:3][C:4](=[O:7])[O:5][N:44]=4)=[CH:33][CH:32]=3)=[C:26]([CH2:45][CH2:46][CH3:47])[N:25]3[N:48]=[CH:49][CH:50]=[C:24]23)[CH2:19][CH2:18]1. The yield is 0.760. (3) The reactants are [NH2:1][C:2]1[CH:3]=[CH:4][C:5]2[O:9][N:8]=[C:7]([C:10]([NH:12][C:13]3[CH:25]=[CH:24][C:23]([C:26]#[N:27])=[CH:22][C:14]=3[C:15]([O:17]C(C)(C)C)=[O:16])=[O:11])[C:6]=2[CH:28]=1.N1C=CC=CC=1.[C:35](Cl)(=[O:37])[CH3:36]. The catalyst is C(Cl)(Cl)Cl. The product is [C:35]([NH:1][C:2]1[CH:3]=[CH:4][C:5]2[O:9][N:8]=[C:7]([C:10]([NH:12][C:13]3[CH:25]=[CH:24][C:23]([C:26]#[N:27])=[CH:22][C:14]=3[C:15]([OH:17])=[O:16])=[O:11])[C:6]=2[CH:28]=1)(=[O:37])[CH3:36]. The yield is 0.730. (4) The reactants are [CH3:1][C:2]1([CH3:28])[CH2:7][CH2:6][C:5]([C:8]2[CH:13]=[C:12]([C:14](O)([CH3:16])[CH3:15])[CH:11]=[CH:10][C:9]=2[NH:18][C:19]([C:21]2[NH:22][CH:23]=[C:24]([C:26]#[N:27])[N:25]=2)=[O:20])=[CH:4][CH2:3]1.[NH2:29][C:30]1[CH:35]=[CH:34][CH:33]=[CH:32][N:31]=1.C(O)(C(F)(F)F)=O. The catalyst is C(Cl)Cl. The product is [CH3:1][C:2]1([CH3:28])[CH2:7][CH2:6][C:5]([C:8]2[CH:13]=[C:12]([C:14]([CH3:16])([NH:29][C:30]3[CH:35]=[CH:34][CH:33]=[CH:32][N:31]=3)[CH3:15])[CH:11]=[CH:10][C:9]=2[NH:18][C:19]([C:21]2[NH:22][CH:23]=[C:24]([C:26]#[N:27])[N:25]=2)=[O:20])=[CH:4][CH2:3]1. The yield is 0.0200. (5) The reactants are [Br:1][C:2]1[CH:7]=[CH:6][C:5]([OH:8])=[CH:4][CH:3]=1.CCN(P1(N(C)CCCN1C)=NC(C)(C)C)CC.[CH:27]1([O:32][C:33](=[O:47])[C@@H:34]([NH:39][C:40]([O:42][C:43]([CH3:46])([CH3:45])[CH3:44])=[O:41])[CH2:35][CH2:36][CH2:37]Br)[CH2:31][CH2:30][CH2:29][CH2:28]1.C([O-])([O-])=O.[Na+].[Na+].C(=O)([O-])[O-]. The catalyst is C(#N)C.ClCCl. The product is [Br:1][C:2]1[CH:7]=[CH:6][C:5]([O:8][CH2:37][CH2:36][CH2:35][C@@H:34]([C:33]([O:32][CH:27]2[CH2:28][CH2:29][CH2:30][CH2:31]2)=[O:47])[NH:39][C:40]([O:42][C:43]([CH3:45])([CH3:46])[CH3:44])=[O:41])=[CH:4][CH:3]=1. The yield is 0.694. (6) The catalyst is CN(C=O)C. The reactants are Cl[CH2:2][C:3]1[N:12]([C:13]2[CH:18]=[CH:17][CH:16]=[CH:15][C:14]=2[Cl:19])[C:11](=[O:20])[C:10]2[C:5](=[CH:6][C:7]([O:23][CH3:24])=[C:8]([O:21][CH3:22])[CH:9]=2)[N:4]=1.[N:25]1[C:33]([NH2:34])=[C:32]2[C:28]([N:29]=[CH:30][NH:31]2)=[N:27][CH:26]=1.C([O-])([O-])=O.[K+].[K+]. The yield is 0.650. The product is [NH2:34][C:33]1[N:25]=[CH:26][N:27]=[C:28]2[C:32]=1[N:31]=[CH:30][N:29]2[CH2:2][C:3]1[N:12]([C:13]2[CH:18]=[CH:17][CH:16]=[CH:15][C:14]=2[Cl:19])[C:11](=[O:20])[C:10]2[C:5](=[CH:6][C:7]([O:23][CH3:24])=[C:8]([O:21][CH3:22])[CH:9]=2)[N:4]=1. (7) The reactants are [OH-].[Na+].[CH3:3][C:4]1[CH:9]=[CH:8][N:7]=[CH:6][C:5]=1[N:10]1[CH2:14][CH2:13][N:12]([C:15]2[CH:23]=[C:22]3[C:18]([CH:19]=[CH:20][N:21]3S(C3C=CC(C)=CC=3)(=O)=O)=[CH:17][CH:16]=2)[C:11]1=[O:34].CO. The catalyst is C(O)C.C(Cl)(Cl)Cl. The product is [NH:21]1[C:22]2[C:18](=[CH:17][CH:16]=[C:15]([N:12]3[CH2:13][CH2:14][N:10]([C:5]4[CH:6]=[N:7][CH:8]=[CH:9][C:4]=4[CH3:3])[C:11]3=[O:34])[CH:23]=2)[CH:19]=[CH:20]1. The yield is 0.475.